From a dataset of NCI-60 drug combinations with 297,098 pairs across 59 cell lines. Regression. Given two drug SMILES strings and cell line genomic features, predict the synergy score measuring deviation from expected non-interaction effect. (1) Drug 1: CC1CCC2CC(C(=CC=CC=CC(CC(C(=O)C(C(C(=CC(C(=O)CC(OC(=O)C3CCCCN3C(=O)C(=O)C1(O2)O)C(C)CC4CCC(C(C4)OC)O)C)C)O)OC)C)C)C)OC. Drug 2: CC1C(C(CC(O1)OC2CC(CC3=C2C(=C4C(=C3O)C(=O)C5=CC=CC=C5C4=O)O)(C(=O)C)O)N)O. Cell line: OVCAR-8. Synergy scores: CSS=51.4, Synergy_ZIP=15.7, Synergy_Bliss=13.3, Synergy_Loewe=15.5, Synergy_HSA=16.1. (2) Drug 1: C1C(C(OC1N2C=C(C(=O)NC2=O)F)CO)O. Drug 2: CC12CCC3C(C1CCC2OP(=O)(O)O)CCC4=C3C=CC(=C4)OC(=O)N(CCCl)CCCl.[Na+]. Cell line: HL-60(TB). Synergy scores: CSS=-3.33, Synergy_ZIP=1.43, Synergy_Bliss=-5.44, Synergy_Loewe=-23.7, Synergy_HSA=-17.3. (3) Drug 1: CC1=CC=C(C=C1)C2=CC(=NN2C3=CC=C(C=C3)S(=O)(=O)N)C(F)(F)F. Drug 2: CN(C(=O)NC(C=O)C(C(C(CO)O)O)O)N=O. Cell line: LOX IMVI. Synergy scores: CSS=-6.81, Synergy_ZIP=1.11, Synergy_Bliss=-4.66, Synergy_Loewe=-5.81, Synergy_HSA=-8.19.